The task is: Predict the reactants needed to synthesize the given product.. This data is from Full USPTO retrosynthesis dataset with 1.9M reactions from patents (1976-2016). (1) Given the product [Si:9]([O:16][CH2:17][CH2:18][N:19]([C:7]#[N:6])[C:20]1[CH:21]=[CH:22][C:23]([NH:26][C:27]([C:29]2[CH:33]=[CH:32][S:31][C:30]=2[C:34]([NH:36][C:37]2[CH:42]=[CH:41][C:40]([Cl:43])=[CH:39][N:38]=2)=[O:35])=[O:28])=[CH:24][CH:25]=1)([C:12]([CH3:15])([CH3:13])[CH3:14])([CH3:11])[CH3:10], predict the reactants needed to synthesize it. The reactants are: C(=O)(O)[O-].[Na+].[N:6]#[C:7]Br.[Si:9]([O:16][CH2:17][CH2:18][NH:19][C:20]1[CH:25]=[CH:24][C:23]([NH:26][C:27]([C:29]2[CH:33]=[CH:32][S:31][C:30]=2[C:34]([NH:36][C:37]2[CH:42]=[CH:41][C:40]([Cl:43])=[CH:39][N:38]=2)=[O:35])=[O:28])=[CH:22][CH:21]=1)([C:12]([CH3:15])([CH3:14])[CH3:13])([CH3:11])[CH3:10]. (2) The reactants are: [Br:1][CH2:2][C:3]1[N:7]([CH2:8][CH2:9][C:10]#[N:11])[CH:6]=[N:5][C:4]=1[N+:12]([O-:14])=[O:13].S(=O)(=O)(O)[OH:16]. Given the product [Br:1][CH2:2][C:3]1[N:7]([CH2:8][CH2:9][C:10]([NH2:11])=[O:16])[CH:6]=[N:5][C:4]=1[N+:12]([O-:14])=[O:13], predict the reactants needed to synthesize it. (3) Given the product [Cl:39][C:40]1[CH:41]=[C:42]2[CH:48]=[C:47]([C:49]([O:51][CH2:52][CH3:53])=[O:50])[N:46]([CH2:6][CH2:5][CH:3]3[CH2:2][S:1][CH2:4]3)[C:43]2=[CH:44][N:45]=1, predict the reactants needed to synthesize it. The reactants are: [S:1]1[CH2:4][CH:3]([CH2:5][CH2:6]O)[CH2:2]1.C(P(CCCC)CCCC)CCC.N(C(N1CCCCC1)=O)=NC(N1CCCCC1)=O.[Cl:39][C:40]1[CH:41]=[C:42]2[CH:48]=[C:47]([C:49]([O:51][CH2:52][CH3:53])=[O:50])[NH:46][C:43]2=[CH:44][N:45]=1. (4) Given the product [Cl:29][C:30]1[CH:35]=[CH:34][C:33]([C:2]2[CH:7]=[CH:6][N:5]3[C:8](=[O:22])[N:9]([CH2:11][C:12]4[CH:13]=[N:14][C:15]([C:18]([F:19])([F:20])[F:21])=[CH:16][CH:17]=4)[N:10]=[C:4]3[C:3]=2[C:23]2[CH:28]=[CH:27][N:26]=[CH:25][CH:24]=2)=[CH:32][CH:31]=1, predict the reactants needed to synthesize it. The reactants are: Cl[C:2]1[CH:7]=[CH:6][N:5]2[C:8](=[O:22])[N:9]([CH2:11][C:12]3[CH:13]=[N:14][C:15]([C:18]([F:21])([F:20])[F:19])=[CH:16][CH:17]=3)[N:10]=[C:4]2[C:3]=1[C:23]1[CH:28]=[CH:27][N:26]=[CH:25][CH:24]=1.[Cl:29][C:30]1[CH:35]=[CH:34][C:33](B(O)O)=[CH:32][CH:31]=1. (5) Given the product [CH2:32]([NH:31][C:26]1[CH:25]=[C:24]([C:13]2[C:14]3[C:19](=[CH:18][CH:17]=[CH:16][CH:15]=3)[N:11]([S:8]([C:5]3[CH:6]=[CH:7][C:2]([CH3:1])=[CH:3][CH:4]=3)(=[O:10])=[O:9])[CH:12]=2)[N:29]=[C:28]([NH2:30])[N:27]=1)[CH3:33], predict the reactants needed to synthesize it. The reactants are: [CH3:1][C:2]1[CH:7]=[CH:6][C:5]([S:8]([N:11]2[C:19]3[C:14](=[CH:15][CH:16]=[CH:17][CH:18]=3)[C:13](B(O)O)=[CH:12]2)(=[O:10])=[O:9])=[CH:4][CH:3]=1.Cl[C:24]1[N:29]=[C:28]([NH2:30])[N:27]=[C:26]([NH:31][CH2:32][CH3:33])[CH:25]=1. (6) Given the product [C:33]([O:32][C:31]([NH:30][CH2:29][CH2:28][O:1][C:2]1[CH:7]=[CH:6][C:5]([CH2:8][CH:9]([O:15][C:16]2[CH:17]=[CH:18][C:19]([CH3:22])=[CH:20][CH:21]=2)[C:10]([O:12][CH2:13][CH3:14])=[O:11])=[CH:4][CH:3]=1)=[O:37])([CH3:36])([CH3:35])[CH3:34], predict the reactants needed to synthesize it. The reactants are: [OH:1][C:2]1[CH:7]=[CH:6][C:5]([CH2:8][CH:9]([O:15][C:16]2[CH:21]=[CH:20][C:19]([CH3:22])=[CH:18][CH:17]=2)[C:10]([O:12][CH2:13][CH3:14])=[O:11])=[CH:4][CH:3]=1.CS(O[CH2:28][CH2:29][NH:30][C:31](=[O:37])[O:32][C:33]([CH3:36])([CH3:35])[CH3:34])(=O)=O.C(=O)([O-])[O-].[K+].[K+]. (7) Given the product [CH2:1]([C:3]1([C:20]2[CH:25]=[CH:24][CH:23]=[CH:22][CH:21]=2)[C:12]2[C:7](=[CH:8][CH:9]=[C:10]([Cl:13])[CH:11]=2)[N:6]([CH2:20][C:3]2[CH:12]=[CH:31][N:29]=[CH:28][CH:1]=2)[C:5](=[O:14])[N:4]1[CH2:15][C:16]([F:17])([F:18])[F:19])[CH3:2], predict the reactants needed to synthesize it. The reactants are: [CH2:1]([C:3]1([C:20]2[CH:25]=[CH:24][CH:23]=[CH:22][CH:21]=2)[C:12]2[C:7](=[CH:8][CH:9]=[C:10]([Cl:13])[CH:11]=2)[NH:6][C:5](=[O:14])[N:4]1[CH2:15][C:16]([F:19])([F:18])[F:17])[CH3:2].[H-].[Na+].[CH3:28][N:29]([CH:31]=O)C. (8) Given the product [Br:1][C:2]1[CH:3]=[C:4]([C:8]([O:10][CH3:11])=[O:9])[O:5][C:6]=1[CH:20]=[O:21], predict the reactants needed to synthesize it. The reactants are: [Br:1][C:2]1[CH:3]=[C:4]([C:8]([O:10][CH3:11])=[O:9])[O:5][C:6]=1Br.C([Mg]Cl)(C)C.CN([CH:20]=[O:21])C. (9) Given the product [CH2:22]([N:14]([CH2:13][C:11]1[N:12]=[C:7]2[S:6][C:5]([CH3:25])=[C:4]([C:1]([OH:3])([CH3:26])[CH3:2])[N:8]2[C:9](=[O:24])[CH:10]=1)[C:15]1[CH:20]=[CH:19][C:18]([F:21])=[CH:17][CH:16]=1)[CH3:23], predict the reactants needed to synthesize it. The reactants are: [C:1]([C:4]1[N:8]2[C:9](=[O:24])[CH:10]=[C:11]([CH2:13][N:14]([CH2:22][CH3:23])[C:15]3[CH:20]=[CH:19][C:18]([F:21])=[CH:17][CH:16]=3)[N:12]=[C:7]2[S:6][C:5]=1[CH3:25])(=[O:3])[CH3:2].[CH3:26][Mg]Br.